Dataset: Full USPTO retrosynthesis dataset with 1.9M reactions from patents (1976-2016). Task: Predict the reactants needed to synthesize the given product. (1) Given the product [CH3:14][O:15][C:16]1[CH:17]=[C:18]2[C:23](=[C:24]([N:26]3[CH2:27][CH2:28][N:29]([CH2:32][CH2:33][O:34][CH3:35])[CH2:30][CH2:31]3)[CH:25]=1)[O:22][CH:21]([C:36]([NH:13][C:10]1[CH:9]=[CH:8][C:7]([N:1]3[CH2:2][CH2:3][O:4][CH2:5][CH2:6]3)=[CH:12][CH:11]=1)=[O:37])[CH2:20][CH2:19]2, predict the reactants needed to synthesize it. The reactants are: [N:1]1([C:7]2[CH:12]=[CH:11][C:10]([NH2:13])=[CH:9][CH:8]=2)[CH2:6][CH2:5][O:4][CH2:3][CH2:2]1.[CH3:14][O:15][C:16]1[CH:17]=[C:18]2[C:23](=[C:24]([N:26]3[CH2:31][CH2:30][N:29]([CH2:32][CH2:33][O:34][CH3:35])[CH2:28][CH2:27]3)[CH:25]=1)[O:22][CH:21]([C:36](O)=[O:37])[CH2:20][CH2:19]2. (2) Given the product [NH2:45][C:44]1[C:41]2[C:40](=[CH:39][C:38]([C:15]3[N:14]=[C:13]([NH:12][CH2:11][C:4]4[CH:5]=[CH:6][C:7]([O:9][CH3:10])=[CH:8][C:3]=4[O:2][CH3:1])[N:18]=[C:17]([N:19]4[C@H:24]([C:25]([F:28])([F:27])[F:26])[CH2:23][CH2:22][C@H:21]([C:29]([NH:31][CH:32]5[CH2:33][CH2:34][CH2:35][CH2:36][CH2:37]5)=[O:30])[CH2:20]4)[CH:16]=3)=[CH:43][CH:42]=2)[NH:49][N:48]=1, predict the reactants needed to synthesize it. The reactants are: [CH3:1][O:2][C:3]1[CH:8]=[C:7]([O:9][CH3:10])[CH:6]=[CH:5][C:4]=1[CH2:11][NH:12][C:13]1[N:18]=[C:17]([N:19]2[C@H:24]([C:25]([F:28])([F:27])[F:26])[CH2:23][CH2:22][C@H:21]([C:29]([NH:31][CH:32]3[CH2:37][CH2:36][CH2:35][CH2:34][CH2:33]3)=[O:30])[CH2:20]2)[CH:16]=[C:15]([C:38]2[CH:43]=[CH:42][C:41]([C:44]#[N:45])=[C:40](F)[CH:39]=2)[N:14]=1.O.[NH2:48][NH2:49]. (3) The reactants are: [Cl:1][C:2]1[CH:7]=[C:6]([Cl:8])[CH:5]=[CH:4][C:3]=1[CH2:9]Cl.[Na+].[I-:12]. Given the product [Cl:1][C:2]1[CH:7]=[C:6]([Cl:8])[CH:5]=[CH:4][C:3]=1[CH2:9][I:12], predict the reactants needed to synthesize it. (4) Given the product [NH2:8][C:9]1[N:14]=[CH:13][C:12]([B:15]([OH:17])[OH:16])=[CH:11][N:10]=1, predict the reactants needed to synthesize it. The reactants are: C(OC([NH:8][C:9]1[N:14]=[CH:13][C:12]([B:15]([OH:17])[OH:16])=[CH:11][N:10]=1)=O)(C)(C)C.Cl.[OH-].[Na+]. (5) The reactants are: [Cl:1][C:2]1[C:7]([O:8][CH3:9])=[C:6]([O:10][CH3:11])[CH:5]=[CH:4][C:3]=1[N:12]([CH2:20][C:21]1[N:22]([CH2:28][C:29]2[CH:39]=[CH:38][CH:37]=[CH:36][C:30]=2[O:31][CH2:32][C:33]([O-:35])=[O:34])[C:23]([CH3:27])=[C:24]([CH3:26])[N:25]=1)[C:13]([CH2:15][CH2:16][CH:17]([CH3:19])[CH3:18])=[O:14]. Given the product [Cl:1][C:2]1[C:7]([O:8][CH3:9])=[C:6]([O:10][CH3:11])[CH:5]=[CH:4][C:3]=1[N:12]([CH2:20][C:21]1[N:22]([CH2:28][C:29]2[CH:39]=[CH:38][CH:37]=[CH:36][C:30]=2[O:31][CH2:32][C:33]([OH:35])=[O:34])[C:23]([CH3:27])=[C:24]([CH3:26])[N:25]=1)[C:13]([CH2:15][CH2:16][CH:17]([CH3:19])[CH3:18])=[O:14], predict the reactants needed to synthesize it. (6) Given the product [NH2:23][C:22]1[C:16]2[C:17](=[N:18][CH:19]=[CH:20][C:15]=2[N:14]([CH3:24])[CH3:13])[S:21][C:4]=1[C:5]([NH2:7])=[O:6], predict the reactants needed to synthesize it. The reactants are: [OH-].[Na+].Cl[CH2:4][C:5]([NH2:7])=[O:6].CN(C)C=O.[CH3:13][N:14]([CH3:24])[C:15]1[CH:20]=[CH:19][NH:18][C:17](=[S:21])[C:16]=1[C:22]#[N:23]. (7) Given the product [Cl:30][CH2:31][C:18](=[O:20])[CH:17]([C:23]1[CH:28]=[CH:27][C:26]([CH3:29])=[CH:25][CH:24]=1)[C:14]1[CH:15]=[CH:16][C:11]([CH3:10])=[CH:12][CH:13]=1, predict the reactants needed to synthesize it. The reactants are: C(N)(C)C.C([Li])CCC.[CH3:10][C:11]1[CH:16]=[CH:15][C:14]([CH:17]([C:23]2[CH:28]=[CH:27][C:26]([CH3:29])=[CH:25][CH:24]=2)[C:18]([O:20]CC)=O)=[CH:13][CH:12]=1.[Cl:30][CH2:31]I. (8) Given the product [Cl:1][C:2]1[CH:3]=[CH:4][C:5]([NH:8][C:9]2[C:14]3[N:15]([CH3:19])[C:16](=[O:18])[N:17]([CH2:26][C:25]4[CH:28]=[CH:29][C:22]([O:21][CH3:20])=[CH:23][CH:24]=4)[C:13]=3[CH:12]=[CH:11][CH:10]=2)=[CH:6][CH:7]=1, predict the reactants needed to synthesize it. The reactants are: [Cl:1][C:2]1[CH:7]=[CH:6][C:5]([NH:8][C:9]2[C:14]3[N:15]([CH3:19])[C:16](=[O:18])[NH:17][C:13]=3[CH:12]=[CH:11][CH:10]=2)=[CH:4][CH:3]=1.[CH3:20][O:21][C:22]1[CH:29]=[CH:28][C:25]([CH2:26]Cl)=[CH:24][CH:23]=1.C(=O)([O-])[O-].[K+].[K+].CN(C)C=O. (9) Given the product [F:25][C:12]1[C:11]([C:20]([O:22][CH3:23])=[O:21])=[N:10][N:9]([CH2:8][CH2:7][CH2:6][NH:5][C:3]([O:2][CH3:1])=[O:4])[C:13]=1[C:14]1[CH:19]=[CH:18][CH:17]=[CH:16][N:15]=1, predict the reactants needed to synthesize it. The reactants are: [CH3:1][O:2][C:3]([NH:5][CH2:6][CH2:7][CH2:8][N:9]1[C:13]([C:14]2[CH:19]=[CH:18][CH:17]=[CH:16][N:15]=2)=[CH:12][C:11]([C:20]([O:22][CH3:23])=[O:21])=[N:10]1)=[O:4].[B-](F)(F)(F)[F:25].[B-](F)(F)(F)F.C1[N+]2(CCl)CC[N+](F)(CC2)C1.